Task: Predict the reaction yield, written as a fraction of the theoretical maximum amount of product (1.0 means a 100% yield; for example, 0.34 means a 34% yield).. Dataset: Reaction yield outcomes from USPTO patents with 853,638 reactions (1) The reactants are [CH2:1]([S:9][CH2:10][C:11]1[CH:12]=[C:13]([CH:18]=[CH:19][CH:20]=1)[C:14]([O:16]C)=[O:15])[CH2:2][C:3]1[CH:8]=[CH:7][CH:6]=[CH:5][CH:4]=1.[OH-].[Na+]. The catalyst is C1COCC1.CO. The product is [CH2:1]([S:9][CH2:10][C:11]1[CH:12]=[C:13]([CH:18]=[CH:19][CH:20]=1)[C:14]([OH:16])=[O:15])[CH2:2][C:3]1[CH:4]=[CH:5][CH:6]=[CH:7][CH:8]=1. The yield is 0.950. (2) The reactants are C([Li])CCC.[N:6]1[CH:11]=[CH:10][C:9]([NH:12][C:13](=[O:18])[C:14]([CH3:17])([CH3:16])[CH3:15])=[CH:8][CH:7]=1.[CH2:19]([N:21]([CH2:33][CH3:34])[C:22](=[S:32])[S:23][S:23][C:22](=[S:32])[N:21]([CH2:33][CH3:34])[CH2:19][CH3:20])[CH3:20].O. The yield is 1.00. The product is [CH2:19]([N:21]([CH2:33][CH3:34])[C:22]([S:32][C:8]1[CH:7]=[N:6][CH:11]=[CH:10][C:9]=1[NH:12][C:13](=[O:18])[C:14]([CH3:15])([CH3:17])[CH3:16])=[S:23])[CH3:20]. The catalyst is O1CCCC1.CC(C)=O.C[C@H]1O[C@H]2[C@H](O)[C@@H](O)[C@H](OC3C4C(=CC5OCOC=5C=4)[C@@H](C4C=C(OC)C(O)=C(OC)C=4)[C@@H]4[C@@H]3COC4=O)O[C@@H]2CO1.C1COP(NCCCl)(=O)N(CCCl)C1.[NH2-].[NH2-].Cl[Pt+2]Cl.